From a dataset of Reaction yield outcomes from USPTO patents with 853,638 reactions. Predict the reaction yield, written as a fraction of the theoretical maximum amount of product (1.0 means a 100% yield; for example, 0.34 means a 34% yield). The reactants are [NH2:1][C:2]1[S:3][C:4]([C:14]([OH:16])=O)=[C:5]([CH2:7][C:8]2[CH:13]=[CH:12][CH:11]=[CH:10][CH:9]=2)[N:6]=1.C(N(C(C)C)CC)(C)C.Cl.C(N=C=NCCCN(C)C)C.ON1C2C=CC=CC=2N=N1.[CH2:48]([NH2:55])[C:49]1[CH:54]=[CH:53][CH:52]=[CH:51][CH:50]=1. The catalyst is CN(C)C=O.C(OCC)(=O)C. The product is [CH2:48]([NH:55][C:14]([C:4]1[S:3][C:2]([NH2:1])=[N:6][C:5]=1[CH2:7][C:8]1[CH:9]=[CH:10][CH:11]=[CH:12][CH:13]=1)=[O:16])[C:49]1[CH:54]=[CH:53][CH:52]=[CH:51][CH:50]=1. The yield is 0.650.